The task is: Predict the product of the given reaction.. This data is from Forward reaction prediction with 1.9M reactions from USPTO patents (1976-2016). (1) Given the reactants [Cl:1][C:2]1[CH:7]=[CH:6][CH:5]=[C:4]([F:8])[C:3]=1[C:9]1[CH:10]=[C:11]2[C:15](=[CH:16][CH:17]=1)[NH:14][CH:13]=[C:12]2[I:18].[S:19](Cl)([C:22]1[CH:28]=[CH:27][C:25]([CH3:26])=[CH:24][CH:23]=1)(=[O:21])=[O:20], predict the reaction product. The product is: [Cl:1][C:2]1[CH:7]=[CH:6][CH:5]=[C:4]([F:8])[C:3]=1[C:9]1[CH:10]=[C:11]2[C:15](=[CH:16][CH:17]=1)[N:14]([S:19]([C:22]1[CH:28]=[CH:27][C:25]([CH3:26])=[CH:24][CH:23]=1)(=[O:21])=[O:20])[CH:13]=[C:12]2[I:18]. (2) Given the reactants [CH2:1]([O:3][C:4](=[O:12])[C:5]([S:8][C:9](=O)[CH3:10])([CH3:7])[CH3:6])[CH3:2].C[O-].[Na+].CC1C=CC(S([O:26][CH2:27][C@H:28]2COC[CH2:30][O:29]2)(=O)=O)=CC=1, predict the reaction product. The product is: [O:26]1[CH2:27][CH2:28][O:29][CH2:30][C@@H:10]1[CH2:9][S:8][C:5]([CH3:7])([CH3:6])[C:4]([O:3][CH2:1][CH3:2])=[O:12]. (3) Given the reactants [H-].[Na+].CS[C:5]([S:23][CH3:24])=[CH:6][C:7]([C:9]1[CH:14]=[CH:13][C:12]([NH:15][C:16](=[O:22])[O:17][C:18]([CH3:21])([CH3:20])[CH3:19])=[CH:11][CH:10]=1)=O.[C:25]([CH2:27][C:28]([NH2:30])=[O:29])#[N:26].Cl, predict the reaction product. The product is: [C:25]([CH:27]1[C:5]([S:23][CH3:24])=[CH:6][C:7]([C:9]2[CH:14]=[CH:13][C:12]([NH:15][C:16](=[O:22])[O:17][C:18]([CH3:21])([CH3:20])[CH3:19])=[CH:11][CH:10]=2)=[N:30][C:28]1=[O:29])#[N:26]. (4) Given the reactants C1(P(C2C=CC=CC=2)C2C=CC=CC=2)C=CC=CC=1.N(C(OC(C)C)=O)=NC([O:24][CH:25](C)[CH3:26])=O.[CH:34]([C@H:47]1[N:52]2[CH2:53][C@H:54]([OH:56])[CH2:55][C@H:51]2[CH2:50][N:49]([C:57]([O:59][C:60]([CH3:63])([CH3:62])[CH3:61])=[O:58])[CH2:48]1)([C:41]1[CH:46]=[CH:45][CH:44]=[CH:43][CH:42]=1)[C:35]1[CH:40]=[CH:39][CH:38]=[CH:37][CH:36]=1.C(=O)(O)[O-].[Na+], predict the reaction product. The product is: [C:25]([O:56][C@@H:54]1[CH2:53][N:52]2[C@H:47]([CH:34]([C:41]3[CH:42]=[CH:43][CH:44]=[CH:45][CH:46]=3)[C:35]3[CH:40]=[CH:39][CH:38]=[CH:37][CH:36]=3)[CH2:48][N:49]([C:57]([O:59][C:60]([CH3:63])([CH3:62])[CH3:61])=[O:58])[CH2:50][C@@H:51]2[CH2:55]1)(=[O:24])[CH3:26]. (5) The product is: [F:1][C:2]1[CH:7]=[CH:6][C:5]([N+:23]([O-:25])=[O:24])=[CH:4][C:3]=1[C@:8]1([CH3:17])[CH2:13][S:12](=[O:14])(=[O:15])[CH2:11][C:10]([NH2:16])=[N:9]1. Given the reactants [F:1][C:2]1[CH:7]=[CH:6][CH:5]=[CH:4][C:3]=1[C@:8]1([CH3:17])[CH2:13][S:12](=[O:15])(=[O:14])[CH2:11][C:10]([NH2:16])=[N:9]1.S(=O)(=O)(O)O.[N+:23]([O-])([OH:25])=[O:24].C([O-])(O)=O.[Na+], predict the reaction product. (6) Given the reactants [F:1][C:2]([F:33])([F:32])[C:3]1[CH:4]=[C:5]([C:9]2[C:10]([C:15]([C:17]3[NH:18][C:19]4[C:24]([C:25]=3[CH2:26][C:27]([O:29]CC)=[O:28])=[CH:23][CH:22]=[CH:21][CH:20]=4)=[O:16])=[CH:11][CH:12]=[CH:13][CH:14]=2)[CH:6]=[CH:7][CH:8]=1.[OH-].[K+].O.CCOCC, predict the reaction product. The product is: [F:33][C:2]([F:1])([F:32])[C:3]1[CH:4]=[C:5]([C:9]2[C:10]([C:15]([C:17]3[NH:18][C:19]4[C:24]([C:25]=3[CH2:26][C:27]([OH:29])=[O:28])=[CH:23][CH:22]=[CH:21][CH:20]=4)=[O:16])=[CH:11][CH:12]=[CH:13][CH:14]=2)[CH:6]=[CH:7][CH:8]=1. (7) Given the reactants [Si:1]([O:8][CH2:9][C@@H:10]1[C@H:14]2[O:15][C:16]([CH3:19])([CH3:18])[O:17][C@H:13]2[C@H:12]([CH2:20][C:21]#[N:22])[NH:11]1)([C:4]([CH3:7])([CH3:6])[CH3:5])([CH3:3])[CH3:2].[CH3:23][C:24]([O:27][C:28](O[C:28]([O:27][C:24]([CH3:26])([CH3:25])[CH3:23])=[O:29])=[O:29])([CH3:26])[CH3:25], predict the reaction product. The product is: [Si:1]([O:8][CH2:9][C@H:10]1[N:11]([C:28]([O:27][C:24]([CH3:26])([CH3:25])[CH3:23])=[O:29])[C@@H:12]([CH2:20][C:21]#[N:22])[C@@H:13]2[O:17][C:16]([CH3:19])([CH3:18])[O:15][C@H:14]12)([C:4]([CH3:6])([CH3:7])[CH3:5])([CH3:3])[CH3:2]. (8) Given the reactants [Cl:1][C:2]1[CH:7]=[CH:6][C:5]([C:8](=[O:15])[C:9]#[C:10][C:11](O)([CH3:13])[CH3:12])=[CH:4][CH:3]=1.C(NCC)C.C([OH:23])C, predict the reaction product. The product is: [Cl:1][C:2]1[CH:3]=[CH:4][C:5]([C:8]2[O:15][C:11]([CH3:12])([CH3:13])[C:10](=[O:23])[CH:9]=2)=[CH:6][CH:7]=1. (9) Given the reactants [CH3:1][O:2][C:3]1[CH:8]=[CH:7][C:6]([C:9]2[CH:14]=[CH:13][N:12]=[C:11](OS(C(F)(F)F)(=O)=O)[C:10]=2[N+:23]([O-:25])=[O:24])=[C:5]([CH3:26])[CH:4]=1.Cl.[CH3:28][O:29][CH2:30][CH:31]([NH2:33])[CH3:32], predict the reaction product. The product is: [CH3:28][O:29][CH2:30][CH:31]([NH:33][C:11]1[C:10]([N+:23]([O-:25])=[O:24])=[C:9]([C:6]2[CH:7]=[CH:8][C:3]([O:2][CH3:1])=[CH:4][C:5]=2[CH3:26])[CH:14]=[CH:13][N:12]=1)[CH3:32]. (10) Given the reactants [S:1]1[CH:5]=[CH:4][C:3]2[CH:6]=[CH:7][CH:8]=[C:9]([C:10]([NH2:12])=[O:11])[C:2]1=2.C(O)(=O)C.C1C(=O)N([Br:24])C(=O)C1, predict the reaction product. The product is: [Br:24][C:4]1[C:3]2[CH:6]=[CH:7][CH:8]=[C:9]([C:10]([NH2:12])=[O:11])[C:2]=2[S:1][CH:5]=1.